From a dataset of Full USPTO retrosynthesis dataset with 1.9M reactions from patents (1976-2016). Predict the reactants needed to synthesize the given product. (1) The reactants are: Cl.Cl.[CH:3]12[CH2:9][CH:6]([NH:7][CH2:8]1)[CH2:5][N:4]2[CH2:10][CH2:11][N:12]1[C:16]2[CH:17]=[CH:18][CH:19]=[CH:20][C:15]=2[N:14]([C:21]2[CH:26]=[CH:25][CH:24]=[CH:23][CH:22]=2)[S:13]1(=[O:28])=[O:27].C([O-])=O.[NH4+]. Given the product [CH:3]12[CH2:9][CH:6]([NH:7][CH2:8]1)[CH2:5][N:4]2[CH2:10][CH2:11][N:12]1[C:16]2[CH:17]=[CH:18][CH:19]=[CH:20][C:15]=2[N:14]([C:21]2[CH:26]=[CH:25][CH:24]=[CH:23][CH:22]=2)[S:13]1(=[O:27])=[O:28], predict the reactants needed to synthesize it. (2) The reactants are: [C:1]([O:5][C:6]([N:8]1[CH2:12][CH:11]([OH:13])[CH2:10][CH:9]1[C:14](=[O:26])[NH:15][C:16]1([C:21]([O:23][CH2:24][CH3:25])=[O:22])[CH2:18][CH:17]1[CH:19]=[CH2:20])=[O:7])([CH3:4])([CH3:3])[CH3:2].[N+:27]([C:30]1[CH:38]=[CH:37][C:33]([C:34](O)=[O:35])=[CH:32][CH:31]=1)([O-:29])=[O:28].C1C=CC(P(C2C=CC=CC=2)C2C=CC=CC=2)=CC=1. Given the product [C:1]([O:5][C:6]([N:8]1[CH2:12][CH:11]([O:13][C:34](=[O:35])[C:33]2[CH:32]=[CH:31][C:30]([N+:27]([O-:29])=[O:28])=[CH:38][CH:37]=2)[CH2:10][CH:9]1[C:14](=[O:26])[NH:15][C:16]1([C:21]([O:23][CH2:24][CH3:25])=[O:22])[CH2:18][CH:17]1[CH:19]=[CH2:20])=[O:7])([CH3:4])([CH3:2])[CH3:3], predict the reactants needed to synthesize it.